Dataset: Forward reaction prediction with 1.9M reactions from USPTO patents (1976-2016). Task: Predict the product of the given reaction. (1) Given the reactants [F:1][C:2]([F:7])([F:6])[C:3]([OH:5])=[O:4].[C:8]1([C:14]2[CH:19]=[C:18]([CH:20]3[CH2:25][CH2:24][NH:23][CH2:22][CH2:21]3)[CH:17]=[CH:16][C:15]=2[NH:26][C:27]([C:29]2[NH:30][CH:31]=[C:32]([C:34]#[N:35])[N:33]=2)=[O:28])[CH2:13][CH2:12][CH2:11][CH2:10][CH:9]=1.[N:36]1[CH:41]=[CH:40][C:39]([CH2:42][C:43](O)=[O:44])=[CH:38][CH:37]=1, predict the reaction product. The product is: [F:1][C:2]([F:7])([F:6])[C:3]([OH:5])=[O:4].[C:8]1([C:14]2[CH:19]=[C:18]([CH:20]3[CH2:21][CH2:22][N:23]([C:43](=[O:44])[CH2:42][C:39]4[CH:40]=[CH:41][N:36]=[CH:37][CH:38]=4)[CH2:24][CH2:25]3)[CH:17]=[CH:16][C:15]=2[NH:26][C:27]([C:29]2[NH:30][CH:31]=[C:32]([C:34]#[N:35])[N:33]=2)=[O:28])[CH2:13][CH2:12][CH2:11][CH2:10][CH:9]=1. (2) Given the reactants [Br-].[C:2]([N+:4]1[CH:9]=[CH:8][C:7]([N:10]([CH3:12])[CH3:11])=[CH:6][CH:5]=1)#[N:3].[F:13][C:14]([F:22])([F:21])[S:15]([O:18]CC)(=[O:17])=[O:16], predict the reaction product. The product is: [F:13][C:14]([F:22])([F:21])[S:15]([O-:18])(=[O:17])=[O:16].[C:2]([N+:4]1[CH:5]=[CH:6][C:7]([N:10]([CH3:12])[CH3:11])=[CH:8][CH:9]=1)#[N:3]. (3) Given the reactants [C:1]([O-:4])(=[O:3])[CH3:2].[Na+].[CH2:6]([Si:14](Cl)(Cl)Cl)[CH2:7][CH2:8][CH2:9][CH2:10][CH2:11][CH2:12][CH3:13], predict the reaction product. The product is: [CH2:6]([Si:14]([O:4][C:1](=[O:3])[CH3:2])([O:3][C:1](=[O:4])[CH3:2])[O:3][C:1](=[O:4])[CH3:2])[CH2:7][CH2:8][CH2:9][CH2:10][CH2:11][CH2:12][CH3:13]. (4) Given the reactants [CH2:1]([O:8][C:9]1[CH:14]=[CH:13][C:12](B(O)O)=[CH:11][C:10]=1[F:18])[C:2]1[CH:7]=[CH:6][CH:5]=[CH:4][CH:3]=1.Br[C:20]1[CH:25]=[CH:24][C:23]([Br:26])=[CH:22][N:21]=1.C([O-])([O-])=O.[Na+].[Na+].CCO, predict the reaction product. The product is: [Br:26][C:23]1[CH:24]=[CH:25][C:20]([C:12]2[CH:13]=[CH:14][C:9]([O:8][CH2:1][C:2]3[CH:7]=[CH:6][CH:5]=[CH:4][CH:3]=3)=[C:10]([F:18])[CH:11]=2)=[N:21][CH:22]=1. (5) Given the reactants [F:1][C:2]1[CH:23]=[C:22]2[C:5]([CH:6](O)[CH2:7][C:8]3([O:21]2)[CH2:13][CH2:12][N:11]([C:14]([O:16][C:17]([CH3:20])([CH3:19])[CH3:18])=[O:15])[CH2:10][CH2:9]3)=[CH:4][CH:3]=1.N12CCCN=C1CCCCC2.C1(P([N:50]=[N+:51]=[N-:52])(C2C=CC=CC=2)=O)C=CC=CC=1, predict the reaction product. The product is: [N:50]([CH:6]1[C:5]2[C:22](=[CH:23][C:2]([F:1])=[CH:3][CH:4]=2)[O:21][C:8]2([CH2:13][CH2:12][N:11]([C:14]([O:16][C:17]([CH3:20])([CH3:19])[CH3:18])=[O:15])[CH2:10][CH2:9]2)[CH2:7]1)=[N+:51]=[N-:52].